This data is from NCI-60 drug combinations with 297,098 pairs across 59 cell lines. The task is: Regression. Given two drug SMILES strings and cell line genomic features, predict the synergy score measuring deviation from expected non-interaction effect. (1) Drug 1: CC1=C2C(C(=O)C3(C(CC4C(C3C(C(C2(C)C)(CC1OC(=O)C(C(C5=CC=CC=C5)NC(=O)OC(C)(C)C)O)O)OC(=O)C6=CC=CC=C6)(CO4)OC(=O)C)O)C)O. Drug 2: CC(C)NC(=O)C1=CC=C(C=C1)CNNC.Cl. Cell line: RXF 393. Synergy scores: CSS=15.8, Synergy_ZIP=-1.97, Synergy_Bliss=4.15, Synergy_Loewe=-4.78, Synergy_HSA=2.16. (2) Drug 1: CCC1=CC2CC(C3=C(CN(C2)C1)C4=CC=CC=C4N3)(C5=C(C=C6C(=C5)C78CCN9C7C(C=CC9)(C(C(C8N6C)(C(=O)OC)O)OC(=O)C)CC)OC)C(=O)OC.C(C(C(=O)O)O)(C(=O)O)O. Drug 2: CC1OCC2C(O1)C(C(C(O2)OC3C4COC(=O)C4C(C5=CC6=C(C=C35)OCO6)C7=CC(=C(C(=C7)OC)O)OC)O)O. Cell line: MCF7. Synergy scores: CSS=35.0, Synergy_ZIP=-5.32, Synergy_Bliss=-7.31, Synergy_Loewe=-5.06, Synergy_HSA=-2.22. (3) Drug 1: C1CN(P(=O)(OC1)NCCCl)CCCl. Drug 2: CC12CCC3C(C1CCC2OP(=O)(O)O)CCC4=C3C=CC(=C4)OC(=O)N(CCCl)CCCl.[Na+]. Cell line: RPMI-8226. Synergy scores: CSS=7.28, Synergy_ZIP=1.49, Synergy_Bliss=5.11, Synergy_Loewe=1.66, Synergy_HSA=2.58.